This data is from Forward reaction prediction with 1.9M reactions from USPTO patents (1976-2016). The task is: Predict the product of the given reaction. (1) Given the reactants I[C:2]1[CH:11]=[C:10]2[C:5]([C:6]([N:13]3[CH2:17][CH2:16][CH2:15][CH2:14]3)=[CH:7][C:8]([CH3:12])=[N:9]2)=[CH:4][CH:3]=1.[Cl:18][C:19]1[CH:24]=[CH:23][CH:22]=[CH:21][C:20]=1[CH2:25][CH2:26][NH2:27], predict the reaction product. The product is: [Cl:18][C:19]1[CH:24]=[CH:23][CH:22]=[CH:21][C:20]=1[CH2:25][CH2:26][NH:27][C:2]1[CH:11]=[C:10]2[C:5]([C:6]([N:13]3[CH2:17][CH2:16][CH2:15][CH2:14]3)=[CH:7][C:8]([CH3:12])=[N:9]2)=[CH:4][CH:3]=1. (2) Given the reactants [Cl:1][C:2]1[CH:25]=[C:24]([Cl:26])[CH:23]=[CH:22][C:3]=1[CH2:4][N:5]1[C:14](=[O:15])[C:13]2[C:8](=[CH:9][C:10]([C:16]([O:18]C)=[O:17])=[CH:11][CH:12]=2)[N:7]([CH3:20])[C:6]1=[O:21].[OH-].[Na+].Cl, predict the reaction product. The product is: [C:16]([C:10]1[CH:9]=[C:8]2[C:13]([C:14](=[O:15])[N:5]([CH2:4][C:3]3[CH:22]=[CH:23][C:24]([Cl:26])=[CH:25][C:2]=3[Cl:1])[C:6](=[O:21])[N:7]2[CH3:20])=[CH:12][CH:11]=1)([OH:18])=[O:17]. (3) Given the reactants [OH:1][CH:2]([C:6]1[CH:11]=[CH:10][C:9]([C:12]2[N:16]=[C:15]([C:17]3[O:21][N:20]=[C:19]([C:22]4[CH:27]=[CH:26][CH:25]=[CH:24][CH:23]=4)[C:18]=3[C:28]([F:31])([F:30])[F:29])[O:14][N:13]=2)=[CH:8][CH:7]=1)[C:3](O)=[O:4].[NH2:32][CH2:33][CH:34]1[CH2:38][CH2:37][CH2:36][N:35]1[C:39]([O:41][C:42]([CH3:45])([CH3:44])[CH3:43])=[O:40].CN1CCOCC1.CN(C(ON1N=NC2C=CC=NC1=2)=[N+](C)C)C.F[P-](F)(F)(F)(F)F, predict the reaction product. The product is: [OH:1][CH:2]([C:6]1[CH:11]=[CH:10][C:9]([C:12]2[N:16]=[C:15]([C:17]3[O:21][N:20]=[C:19]([C:22]4[CH:23]=[CH:24][CH:25]=[CH:26][CH:27]=4)[C:18]=3[C:28]([F:31])([F:30])[F:29])[O:14][N:13]=2)=[CH:8][CH:7]=1)[C:3]([NH:32][CH2:33][CH:34]1[CH2:38][CH2:37][CH2:36][N:35]1[C:39]([O:41][C:42]([CH3:45])([CH3:44])[CH3:43])=[O:40])=[O:4]. (4) Given the reactants Cl[C:2]1[N:6]([C:7]2[CH:12]=[CH:11][C:10]([Cl:13])=[CH:9][CH:8]=2)[C:5]2[CH:14]=[CH:15][CH:16]=[CH:17][C:4]=2[N:3]=1.[NH2:18][CH2:19][CH2:20][CH2:21][N:22]1[CH2:27][CH2:26][CH:25]([C:28]2[CH:29]=[C:30]([NH:34][C:35](=[O:37])[CH3:36])[CH:31]=[CH:32][CH:33]=2)[CH2:24][CH2:23]1, predict the reaction product. The product is: [Cl:13][C:10]1[CH:11]=[CH:12][C:7]([N:6]2[C:5]3[CH:14]=[CH:15][CH:16]=[CH:17][C:4]=3[N:3]=[C:2]2[NH:18][CH2:19][CH2:20][CH2:21][N:22]2[CH2:27][CH2:26][CH:25]([C:28]3[CH:29]=[C:30]([NH:34][C:35](=[O:37])[CH3:36])[CH:31]=[CH:32][CH:33]=3)[CH2:24][CH2:23]2)=[CH:8][CH:9]=1. (5) Given the reactants [CH3:1][O:2][C:3](/[CH:5]=[CH:6]/[C:7]([O:9][CH2:10][C:11]([OH:13])=O)=[O:8])=[O:4].C(Cl)(=O)C(Cl)=O.[CH:20]([O:23][C:24](=[O:28])[CH2:25][NH:26][CH3:27])([CH3:22])[CH3:21].C(N(C(C)C)CC)(C)C, predict the reaction product. The product is: [C:3]([O:2][CH3:1])(=[O:4])/[CH:5]=[CH:6]/[C:7]([O:9][CH2:10][C:11](=[O:13])[N:26]([CH3:27])[CH2:25][C:24]([O:23][CH:20]([CH3:22])[CH3:21])=[O:28])=[O:8]. (6) Given the reactants [O:1]1[C:8]2[CH:7]=[C:6]([C:9]([OH:11])=O)[NH:5][C:4]=2[CH:3]=[CH:2]1.[CH3:12][N:13]1[CH2:18][CH2:17][NH:16][CH2:15][CH2:14]1, predict the reaction product. The product is: [O:1]1[C:8]2[CH:7]=[C:6]([C:9]([N:16]3[CH2:17][CH2:18][N:13]([CH3:12])[CH2:14][CH2:15]3)=[O:11])[NH:5][C:4]=2[CH:3]=[CH:2]1.